This data is from Reaction yield outcomes from USPTO patents with 853,638 reactions. The task is: Predict the reaction yield, written as a fraction of the theoretical maximum amount of product (1.0 means a 100% yield; for example, 0.34 means a 34% yield). The reactants are CCN(CC)CC.[C:8]([O:12][C:13]([NH:15][C:16](=[N:22][C:23](=[O:29])[O:24][C:25]([CH3:28])([CH3:27])[CH3:26])N1C=CC=N1)=[O:14])([CH3:11])([CH3:10])[CH3:9].[NH2:30][CH2:31][C:32]1([C:35]2[O:39][C:38]([CH:40]3[CH2:46][CH2:45][C@@H:44]4[CH2:47][N:41]3[C:42](=[O:56])[N:43]4[O:48][CH2:49][C:50]3[CH:55]=[CH:54][CH:53]=[CH:52][CH:51]=3)=[N:37][N:36]=2)[CH2:34][CH2:33]1. The catalyst is CO. The product is [C:25]([O:24][C:23]([N:22]=[C:16]([NH:15][C:13]([O:12][C:8]([CH3:11])([CH3:10])[CH3:9])=[O:14])[NH:30][CH2:31][C:32]1([C:35]2[O:39][C:38]([CH:40]3[CH2:46][CH2:45][C@@H:44]4[CH2:47][N:41]3[C:42](=[O:56])[N:43]4[O:48][CH2:49][C:50]3[CH:55]=[CH:54][CH:53]=[CH:52][CH:51]=3)=[N:37][N:36]=2)[CH2:33][CH2:34]1)=[O:29])([CH3:28])([CH3:27])[CH3:26]. The yield is 0.860.